From a dataset of Peptide-MHC class II binding affinity with 134,281 pairs from IEDB. Regression. Given a peptide amino acid sequence and an MHC pseudo amino acid sequence, predict their binding affinity value. This is MHC class II binding data. (1) The peptide sequence is RLVDFFPDIPVNNNIVLH. The MHC is DRB1_0101 with pseudo-sequence DRB1_0101. The binding affinity (normalized) is 0.0597. (2) The peptide sequence is EKKYFAATQSEPLAA. The MHC is HLA-DPA10201-DPB11401 with pseudo-sequence HLA-DPA10201-DPB11401. The binding affinity (normalized) is 0.774. (3) The peptide sequence is LWNGPMAVSMTGVMR. The MHC is DRB1_0701 with pseudo-sequence DRB1_0701. The binding affinity (normalized) is 0.472.